This data is from Forward reaction prediction with 1.9M reactions from USPTO patents (1976-2016). The task is: Predict the product of the given reaction. (1) Given the reactants [CH3:1][C:2]1[N:3]=[CH:4][S:5][CH:6]=1.[Li]CCCC.[CH3:12][C:13]1[CH:22]=[C:21]2[C:15](=[CH:16][CH:17]=[CH:18][CH:19]=[CH:20]2)[C:14]=1[CH:23]=[O:24].CCCCCC, predict the reaction product. The product is: [CH3:12][C:13]1[CH:22]=[C:21]2[C:15](=[CH:16][CH:17]=[CH:18][CH:19]=[CH:20]2)[C:14]=1[CH:23]([C:4]1[S:5][CH:6]=[C:2]([CH3:1])[N:3]=1)[OH:24]. (2) Given the reactants [F:1][C:2]([F:6])([F:5])[C:3]#[CH:4].[Li]CCCC.CCCCCC.CCOCC.[NH2:23][C:24]1[C:53](I)=[CH:52][C:27]([CH2:28][C@H:29]2[C@H:37]3[C@@H:33]([N:34]([CH2:39][C:40]4[CH:45]=[CH:44][CH:43]=[C:42]([C:46]([CH3:49])([CH3:48])[CH3:47])[CH:41]=4)[C:35](=[O:38])[O:36]3)[CH2:32][S:31](=[O:51])(=[O:50])[CH2:30]2)=[CH:26][C:25]=1[F:55], predict the reaction product. The product is: [NH2:23][C:24]1[C:53]([C:4]#[C:3][C:2]([F:6])([F:5])[F:1])=[CH:52][C:27]([CH2:28][C@H:29]2[C@H:37]3[C@@H:33]([N:34]([CH2:39][C:40]4[CH:45]=[CH:44][CH:43]=[C:42]([C:46]([CH3:48])([CH3:49])[CH3:47])[CH:41]=4)[C:35](=[O:38])[O:36]3)[CH2:32][S:31](=[O:50])(=[O:51])[CH2:30]2)=[CH:26][C:25]=1[F:55].